Task: Predict the product of the given reaction.. Dataset: Forward reaction prediction with 1.9M reactions from USPTO patents (1976-2016) (1) Given the reactants [Br:1][CH2:2][C:3]1[CH:8]=[CH:7][C:6]([C:9]2[CH:14]=[CH:13][C:12]([CH2:15][O:16][C:17]3[CH:22]=[CH:21][C:20]([CH:23]4[N:26]([C:27]5[CH:32]=[CH:31][C:30]([F:33])=[CH:29][CH:28]=5)[C:25](=[O:34])[CH:24]4[CH2:35][CH2:36][CH:37]([C:39]4[CH:44]=[CH:43][C:42]([F:45])=[CH:41][CH:40]=4)[OH:38])=[CH:19][CH:18]=3)=[CH:11][CH:10]=2)=[CH:5][CH:4]=1.[CH2:46]1[N:51]2[CH2:52][CH2:53][N:48]([CH2:49][CH2:50]2)[CH2:47]1, predict the reaction product. The product is: [Br-:1].[F:33][C:30]1[CH:31]=[CH:32][C:27]([N:26]2[C:25](=[O:34])[CH:24]([CH2:35][CH2:36][CH:37]([C:39]3[CH:44]=[CH:43][C:42]([F:45])=[CH:41][CH:40]=3)[OH:38])[CH:23]2[C:20]2[CH:21]=[CH:22][C:17]([O:16][CH2:15][C:12]3[CH:13]=[CH:14][C:9]([C:6]4[CH:5]=[CH:4][C:3]([CH2:2][N+:48]56[CH2:53][CH2:52][N:51]([CH2:50][CH2:49]5)[CH2:46][CH2:47]6)=[CH:8][CH:7]=4)=[CH:10][CH:11]=3)=[CH:18][CH:19]=2)=[CH:28][CH:29]=1. (2) Given the reactants [F:1][C:2]1[CH:3]=[C:4]([C:20]2[CH:25]=[CH:24][C:23]([C:26]([C@@H:28]3[CH2:32][CH2:31][CH2:30][C@H:29]3[C:33]([O:35]CCCC)=[O:34])=[O:27])=[CH:22][CH:21]=2)[CH:5]=[CH:6][C:7]=1[NH:8][C:9]1[S:10][C:11]2[CH:17]=[C:16]([O:18][CH3:19])[CH:15]=[CH:14][C:12]=2[N:13]=1.[OH-].[Na+], predict the reaction product. The product is: [F:1][C:2]1[CH:3]=[C:4]([C:20]2[CH:25]=[CH:24][C:23]([C:26]([C@@H:28]3[CH2:32][CH2:31][CH2:30][C@H:29]3[C:33]([OH:35])=[O:34])=[O:27])=[CH:22][CH:21]=2)[CH:5]=[CH:6][C:7]=1[NH:8][C:9]1[S:10][C:11]2[CH:17]=[C:16]([O:18][CH3:19])[CH:15]=[CH:14][C:12]=2[N:13]=1. (3) Given the reactants [CH2:1]1[CH2:6][C@H:5]([C:7]([OH:9])=[O:8])[CH2:4][CH2:3][C@H:2]1[CH2:10][NH2:11].[CH3:12][O:13][C:14]1[CH:15]=[C:16]2[C:21](=[CH:22][CH:23]=1)[CH:20]=[C:19]([CH:24]([CH3:28])[C:25]([O-:27])=[O:26])[CH:18]=[CH:17]2.[CH3:29][C:30]([O:33][CH3:34])(C)C.CC(C)=[O:37].O, predict the reaction product. The product is: [CH3:12][O:13][C:14]1[CH:15]=[C:16]2[C:21](=[CH:22][CH:23]=1)[CH:20]=[C:19]([C@H:24]([CH3:28])[C:25]([O:27][CH2:29][CH2:30][O:33][C:34]([NH:11][CH2:10][C@H:2]1[CH2:3][CH2:4][C@H:5]([C:7]([OH:9])=[O:8])[CH2:6][CH2:1]1)=[O:37])=[O:26])[CH:18]=[CH:17]2.